Dataset: NCI-60 drug combinations with 297,098 pairs across 59 cell lines. Task: Regression. Given two drug SMILES strings and cell line genomic features, predict the synergy score measuring deviation from expected non-interaction effect. Drug 1: C1CCC(C(C1)N)N.C(=O)(C(=O)[O-])[O-].[Pt+4]. Drug 2: B(C(CC(C)C)NC(=O)C(CC1=CC=CC=C1)NC(=O)C2=NC=CN=C2)(O)O. Cell line: MCF7. Synergy scores: CSS=20.3, Synergy_ZIP=-11.7, Synergy_Bliss=-7.22, Synergy_Loewe=-3.18, Synergy_HSA=-2.30.